Dataset: NCI-60 drug combinations with 297,098 pairs across 59 cell lines. Task: Regression. Given two drug SMILES strings and cell line genomic features, predict the synergy score measuring deviation from expected non-interaction effect. (1) Drug 1: C1CN1C2=NC(=NC(=N2)N3CC3)N4CC4. Drug 2: C1=NC2=C(N1)C(=S)N=C(N2)N. Cell line: BT-549. Synergy scores: CSS=35.5, Synergy_ZIP=-1.93, Synergy_Bliss=-3.21, Synergy_Loewe=-8.90, Synergy_HSA=-0.114. (2) Drug 1: CC12CCC(CC1=CCC3C2CCC4(C3CC=C4C5=CN=CC=C5)C)O. Drug 2: C1C(C(OC1N2C=NC3=C2NC=NCC3O)CO)O. Cell line: MCF7. Synergy scores: CSS=17.5, Synergy_ZIP=-3.61, Synergy_Bliss=10.4, Synergy_Loewe=10.1, Synergy_HSA=10.2. (3) Drug 1: C1=NC2=C(N1)C(=S)N=C(N2)N. Drug 2: CN(CC1=CN=C2C(=N1)C(=NC(=N2)N)N)C3=CC=C(C=C3)C(=O)NC(CCC(=O)O)C(=O)O. Cell line: OVCAR-4. Synergy scores: CSS=37.6, Synergy_ZIP=-9.58, Synergy_Bliss=-9.31, Synergy_Loewe=-6.43, Synergy_HSA=-2.77. (4) Drug 1: C1=CC(=CC=C1CC(C(=O)O)N)N(CCCl)CCCl.Cl. Drug 2: C1=CC(=CC=C1C#N)C(C2=CC=C(C=C2)C#N)N3C=NC=N3. Cell line: OVCAR3. Synergy scores: CSS=12.4, Synergy_ZIP=-3.68, Synergy_Bliss=-3.41, Synergy_Loewe=-5.31, Synergy_HSA=-5.30. (5) Drug 1: CCCS(=O)(=O)NC1=C(C(=C(C=C1)F)C(=O)C2=CNC3=C2C=C(C=N3)C4=CC=C(C=C4)Cl)F. Drug 2: CC1=C2C(C(=O)C3(C(CC4C(C3C(C(C2(C)C)(CC1OC(=O)C(C(C5=CC=CC=C5)NC(=O)OC(C)(C)C)O)O)OC(=O)C6=CC=CC=C6)(CO4)OC(=O)C)O)C)O. Cell line: OVCAR3. Synergy scores: CSS=42.0, Synergy_ZIP=0.324, Synergy_Bliss=-2.37, Synergy_Loewe=-51.0, Synergy_HSA=-2.94. (6) Drug 1: CC1=C(C(CCC1)(C)C)C=CC(=CC=CC(=CC(=O)O)C)C. Drug 2: C1C(C(OC1N2C=NC(=NC2=O)N)CO)O. Cell line: UO-31. Synergy scores: CSS=7.28, Synergy_ZIP=2.12, Synergy_Bliss=5.33, Synergy_Loewe=-4.51, Synergy_HSA=2.26. (7) Drug 1: C1=C(C(=O)NC(=O)N1)N(CCCl)CCCl. Drug 2: C(CCl)NC(=O)N(CCCl)N=O. Cell line: NCIH23. Synergy scores: CSS=25.7, Synergy_ZIP=-0.204, Synergy_Bliss=2.57, Synergy_Loewe=-6.10, Synergy_HSA=2.08. (8) Drug 1: CC1=CC=C(C=C1)C2=CC(=NN2C3=CC=C(C=C3)S(=O)(=O)N)C(F)(F)F. Drug 2: B(C(CC(C)C)NC(=O)C(CC1=CC=CC=C1)NC(=O)C2=NC=CN=C2)(O)O. Cell line: NCI-H522. Synergy scores: CSS=12.6, Synergy_ZIP=1.29, Synergy_Bliss=1.52, Synergy_Loewe=-47.9, Synergy_HSA=0.00111. (9) Drug 1: CC=C1C(=O)NC(C(=O)OC2CC(=O)NC(C(=O)NC(CSSCCC=C2)C(=O)N1)C(C)C)C(C)C. Drug 2: C1=CC=C(C=C1)NC(=O)CCCCCCC(=O)NO. Cell line: CAKI-1. Synergy scores: CSS=53.9, Synergy_ZIP=-5.19, Synergy_Bliss=-7.33, Synergy_Loewe=-4.47, Synergy_HSA=-1.53. (10) Drug 1: C1=C(C(=O)NC(=O)N1)N(CCCl)CCCl. Drug 2: CN(C(=O)NC(C=O)C(C(C(CO)O)O)O)N=O. Cell line: K-562. Synergy scores: CSS=37.8, Synergy_ZIP=-11.4, Synergy_Bliss=-7.49, Synergy_Loewe=-8.29, Synergy_HSA=-3.40.